This data is from Catalyst prediction with 721,799 reactions and 888 catalyst types from USPTO. The task is: Predict which catalyst facilitates the given reaction. Reactant: CO[CH:3](OC)[C:4]1[N:9]=[CH:8][N:7]=[C:6]([OH:10])[CH:5]=1.[OH-:13].[Na+].C([O-])(O)=O.[Na+].Cl.[NH2:21]O. Product: [OH:10][C:6]1[N:7]=[CH:8][N:9]=[C:4]([CH:3]=[N:21][OH:13])[CH:5]=1. The catalyst class is: 82.